This data is from Forward reaction prediction with 1.9M reactions from USPTO patents (1976-2016). The task is: Predict the product of the given reaction. (1) Given the reactants C([N:4]([CH:7]([CH3:9])[CH3:8])CC)(C)C.[Cl:10][C:11]1[N:16]=[C:15]([C:17]2[S:21][C:20]3[CH:22]=[CH:23][CH:24]=[C:25]([C:26]([OH:28])=O)[C:19]=3[CH:18]=2)[C:14]([Cl:29])=[CH:13][N:12]=1.C1(N)CC1.F[P-](F)(F)(F)(F)F.N1(O[P+](N(C)C)(N(C)C)N(C)C)C2C=CC=CC=2N=N1, predict the reaction product. The product is: [CH:7]1([NH:4][C:26]([C:25]2[C:19]3[CH:18]=[C:17]([C:15]4[C:14]([Cl:29])=[CH:13][N:12]=[C:11]([Cl:10])[N:16]=4)[S:21][C:20]=3[CH:22]=[CH:23][CH:24]=2)=[O:28])[CH2:9][CH2:8]1. (2) Given the reactants Cl[C:2]12[C:23](=[O:24])[C:22]3[C:17](=[CH:18][CH:19]=[CH:20][CH:21]=3)[C:3]1([OH:25])[O:4][C:5]1[C:10]2=[CH:9][C:8]([CH:11]([CH3:13])[CH3:12])=[CH:7][C:6]=1[CH:14]([CH3:16])[CH3:15].[NH3:26].C(O)(C)C, predict the reaction product. The product is: [NH2:26][C:2]12[C:23](=[O:24])[C:22]3[C:17](=[CH:18][CH:19]=[CH:20][CH:21]=3)[C:3]1([OH:25])[O:4][C:5]1[C:10]2=[CH:9][C:8]([CH:11]([CH3:13])[CH3:12])=[CH:7][C:6]=1[CH:14]([CH3:16])[CH3:15]. (3) Given the reactants [F:1][C:2]1[CH:10]=[C:9]2[C:5]([C:6](=O)[C:7](=O)[NH:8]2)=[CH:4][C:3]=1[N+:13]([O-:15])=[O:14].B.O1CCCC1.O.Cl, predict the reaction product. The product is: [F:1][C:2]1[CH:10]=[C:9]2[C:5]([CH:6]=[CH:7][NH:8]2)=[CH:4][C:3]=1[N+:13]([O-:15])=[O:14]. (4) Given the reactants [CH2:1]([O:8][C:9]1[CH:17]=[C:16]2[C:12]([C:13]3([CH2:29][NH:28][CH2:27]3)[CH2:14][N:15]2[CH2:18][C:19]2[CH:24]=[CH:23][C:22]([O:25][CH3:26])=[CH:21][CH:20]=2)=[CH:11][CH:10]=1)[C:2]1[CH:7]=[CH:6][CH:5]=[CH:4][CH:3]=1.[CH3:30][S:31]([CH:34]=[CH2:35])(=[O:33])=[O:32].CO, predict the reaction product. The product is: [CH2:1]([O:8][C:9]1[CH:17]=[C:16]2[C:12]([C:13]3([CH2:29][N:28]([CH2:35][CH2:34][S:31]([CH3:30])(=[O:33])=[O:32])[CH2:27]3)[CH2:14][N:15]2[CH2:18][C:19]2[CH:20]=[CH:21][C:22]([O:25][CH3:26])=[CH:23][CH:24]=2)=[CH:11][CH:10]=1)[C:2]1[CH:3]=[CH:4][CH:5]=[CH:6][CH:7]=1. (5) Given the reactants [OH:1][C:2]1[CH:3]=[C:4]2[C:9](=[CH:10][CH:11]=1)[CH:8]([C:12]([OH:14])=[O:13])[CH2:7][CH2:6][CH2:5]2.S(Cl)(Cl)=O.[CH3:19]O, predict the reaction product. The product is: [OH:1][C:2]1[CH:3]=[C:4]2[C:9](=[CH:10][CH:11]=1)[CH:8]([C:12]([O:14][CH3:19])=[O:13])[CH2:7][CH2:6][CH2:5]2. (6) Given the reactants [NH2:1][OH:2].O.[CH3:4][S:5]([C:8]1[S:12][C:11]([S:13](Cl)(=[O:15])=[O:14])=[CH:10][CH:9]=1)(=[O:7])=[O:6], predict the reaction product. The product is: [OH:2][NH:1][S:13]([C:11]1[S:12][C:8]([S:5]([CH3:4])(=[O:7])=[O:6])=[CH:9][CH:10]=1)(=[O:15])=[O:14]. (7) Given the reactants [O:1]1[C:11]2[C:6](=[CH:7][CH:8]=[CH:9][CH:10]=2)[CH:5]=[C:4]([O:12][CH2:13][CH2:14][CH2:15][CH2:16][CH2:17][CH2:18][C:19]2[CH:27]=[CH:26][CH:25]=[CH:24][C:20]=2[C:21](O)=[O:22])[C:2]1=[O:3].S(Cl)([Cl:30])=O, predict the reaction product. The product is: [O:1]1[C:11]2[C:6](=[CH:7][CH:8]=[CH:9][CH:10]=2)[CH:5]=[C:4]([O:12][CH2:13][CH2:14][CH2:15][CH2:16][CH2:17][CH2:18][C:19]2[CH:27]=[CH:26][CH:25]=[CH:24][C:20]=2[C:21]([Cl:30])=[O:22])[C:2]1=[O:3]. (8) Given the reactants [OH-].[K+].O.[CH2:4]([C:8]1[O:12][N:11]=[C:10]([C:13]([O:15]CC)=[O:14])[N:9]=1)[CH2:5][CH2:6][CH3:7], predict the reaction product. The product is: [CH2:4]([C:8]1[O:12][N:11]=[C:10]([C:13]([OH:15])=[O:14])[N:9]=1)[CH2:5][CH2:6][CH3:7]. (9) Given the reactants [N:1]1([CH2:10][C:11]2[CH:19]=[CH:18][C:14]([C:15]([OH:17])=O)=[CH:13][CH:12]=2)[C:5]2[CH:6]=[CH:7][CH:8]=[CH:9][C:4]=2[N:3]=[CH:2]1.[N:20]1[CH:25]=[CH:24][N:23]=[CH:22][C:21]=1[NH2:26], predict the reaction product. The product is: [N:1]1([CH2:10][C:11]2[CH:12]=[CH:13][C:14]([C:15]([NH:26][C:21]3[CH:22]=[N:23][CH:24]=[CH:25][N:20]=3)=[O:17])=[CH:18][CH:19]=2)[C:5]2[CH:6]=[CH:7][CH:8]=[CH:9][C:4]=2[N:3]=[CH:2]1. (10) Given the reactants [C:1]([OH:8])(=[O:7])/[CH:2]=[CH:3]/[C:4]([OH:6])=[O:5].[C:9]([OH:21])(=[O:20])[CH2:10][C:11]([CH2:16][C:17]([OH:19])=[O:18])([C:13]([OH:15])=[O:14])[OH:12], predict the reaction product. The product is: [OH:19][CH2:17][CH:16]([CH2:11][OH:12])[OH:5].[C:1]([OH:8])(=[O:7])/[CH:2]=[CH:3]/[C:4]([OH:6])=[O:5].[C:9]([OH:21])(=[O:20])[CH2:10][C:11]([CH2:16][C:17]([OH:19])=[O:18])([C:13]([OH:15])=[O:14])[OH:12].